From a dataset of Forward reaction prediction with 1.9M reactions from USPTO patents (1976-2016). Predict the product of the given reaction. (1) Given the reactants [CH3:1][O:2][C:3](=[O:29])/[CH:4]=[CH:5]/[C:6]1[CH:7]=[C:8]2[C:25](=[CH:26][CH:27]=1)[O:24][C:11]1([CH2:16][CH2:15][CH2:14][N:13]([C:17](OC(C)(C)C)=O)[CH2:12]1)[CH2:10][C:9]2=[O:28].CC(O)=O.[CH3:34][N:35]1[C:43]2[C:38](=[CH:39][CH:40]=[CH:41][CH:42]=2)[C:37](C=O)=[CH:36]1.[BH-](OC(C)=O)(OC(C)=O)OC(C)=O.[Na+], predict the reaction product. The product is: [CH3:1][O:2][C:3](=[O:29])/[CH:4]=[CH:5]/[C:6]1[CH:7]=[C:8]2[C:25](=[CH:26][CH:27]=1)[O:24][C:11]1([CH2:16][CH2:15][CH2:14][N:13]([CH2:17][C:37]3[C:38]4[C:43](=[CH:42][CH:41]=[CH:40][CH:39]=4)[N:35]([CH3:34])[CH:36]=3)[CH2:12]1)[CH2:10][C:9]2=[O:28]. (2) Given the reactants [C:1]([O:5][C:6]([NH:8][C@H:9]([C:22]([O:24][CH3:25])=[O:23])[CH2:10][C:11]1[S:12][C:13]([CH2:16][CH2:17][CH2:18][C:19](=O)[CH3:20])=[CH:14][CH:15]=1)=[O:7])([CH3:4])([CH3:3])[CH3:2].[NH2:26][C:27]1[C:32]([CH:33]=O)=[CH:31][CH:30]=[CH:29][N:28]=1.N1CCC[C@H]1C(O)=O, predict the reaction product. The product is: [C:1]([O:5][C:6]([NH:8][C@H:9]([C:22]([O:24][CH3:25])=[O:23])[CH2:10][C:11]1[S:12][C:13]([CH2:16][CH2:17][CH2:18][C:19]2[CH:20]=[CH:33][C:32]3[C:27](=[N:28][CH:29]=[CH:30][CH:31]=3)[N:26]=2)=[CH:14][CH:15]=1)=[O:7])([CH3:4])([CH3:3])[CH3:2].